Dataset: Full USPTO retrosynthesis dataset with 1.9M reactions from patents (1976-2016). Task: Predict the reactants needed to synthesize the given product. Given the product [CH2:17]([C:19]1[CH:20]=[C:21]([C:22]2[N:24]=[C:9]([C:8]3[CH:12]=[C:13]([O:15][CH3:16])[N:14]=[C:6]([CH:3]([CH2:1][CH3:2])[CH2:4][CH3:5])[CH:7]=3)[O:11][N:23]=2)[CH:26]=[C:27]([CH3:34])[C:28]=1[NH:29][S:30]([CH3:33])(=[O:31])=[O:32])[CH3:18], predict the reactants needed to synthesize it. The reactants are: [CH2:1]([CH:3]([C:6]1[CH:7]=[C:8]([CH:12]=[C:13]([O:15][CH3:16])[N:14]=1)[C:9]([OH:11])=O)[CH2:4][CH3:5])[CH3:2].[CH2:17]([C:19]1[CH:20]=[C:21]([CH:26]=[C:27]([CH3:34])[C:28]=1[NH:29][S:30]([CH3:33])(=[O:32])=[O:31])[C:22]([NH:24]O)=[NH:23])[CH3:18].